Regression. Given two drug SMILES strings and cell line genomic features, predict the synergy score measuring deviation from expected non-interaction effect. From a dataset of NCI-60 drug combinations with 297,098 pairs across 59 cell lines. Drug 1: C1C(C(OC1N2C=NC3=C(N=C(N=C32)Cl)N)CO)O. Drug 2: COC1=C2C(=CC3=C1OC=C3)C=CC(=O)O2. Cell line: SNB-19. Synergy scores: CSS=46.2, Synergy_ZIP=0.443, Synergy_Bliss=0.0662, Synergy_Loewe=-37.4, Synergy_HSA=-0.914.